Dataset: Full USPTO retrosynthesis dataset with 1.9M reactions from patents (1976-2016). Task: Predict the reactants needed to synthesize the given product. (1) The reactants are: [N+:1]([C:4]1[CH:9]=[CH:8][N+:7]([O-])=[CH:6][C:5]=1[O:11][C:12]1[CH:17]=[CH:16][CH:15]=[C:14]([Cl:18])[CH:13]=1)([O-])=O.O.[OH-].[Na+]. Given the product [NH2:1][C:4]1[CH:9]=[CH:8][N:7]=[CH:6][C:5]=1[O:11][C:12]1[CH:17]=[CH:16][CH:15]=[C:14]([Cl:18])[CH:13]=1, predict the reactants needed to synthesize it. (2) Given the product [NH2:19][C:9]1[C:10]([NH:17][CH3:18])=[C:11]([CH:16]=[C:7]([C:6]2[C:2]([CH3:1])=[N:3][O:4][C:5]=2[CH3:22])[CH:8]=1)[C:12]([O:14][CH3:15])=[O:13], predict the reactants needed to synthesize it. The reactants are: [CH3:1][C:2]1[C:6]([C:7]2[CH:8]=[C:9]([N+:19]([O-])=O)[C:10]([NH:17][CH3:18])=[C:11]([CH:16]=2)[C:12]([O:14][CH3:15])=[O:13])=[C:5]([CH3:22])[O:4][N:3]=1.CCO. (3) Given the product [N:16]1[CH:21]=[CH:20][C:19]([NH:22][C:9]([C:8]2[C:4]([CH:1]3[CH2:2][CH2:3]3)=[N:5][O:6][CH:7]=2)=[O:11])=[CH:18][N:17]=1, predict the reactants needed to synthesize it. The reactants are: [CH:1]1([C:4]2[C:8]([C:9]([OH:11])=O)=[CH:7][O:6][N:5]=2)[CH2:3][CH2:2]1.S(Cl)(Cl)=O.[N:16]1[CH:21]=[CH:20][C:19]([NH2:22])=[CH:18][N:17]=1.C(N(CC)CC)C. (4) Given the product [ClH:1].[NH2:46][CH2:45][C@H:42]1[CH2:43][CH2:44][C@H:39]([C:37]([NH:36][C@@H:22]([CH2:21][C:18]2[CH:17]=[CH:16][C:15]([C:12]3[CH:13]=[CH:14][C:9]([S:6](=[O:7])(=[O:8])[NH:5][CH:2]([CH3:4])[CH3:3])=[CH:10][C:11]=3[CH3:54])=[CH:20][CH:19]=2)[C:23](=[O:35])[NH:24][C:25]2[CH:33]=[C:32]3[C:28]([C:29](=[O:34])[NH:30][NH:31]3)=[CH:27][CH:26]=2)=[O:38])[CH2:40][CH2:41]1, predict the reactants needed to synthesize it. The reactants are: [ClH:1].[CH:2]([NH:5][S:6]([C:9]1[CH:14]=[CH:13][C:12]([C:15]2[CH:20]=[CH:19][C:18]([CH2:21][C@H:22]([NH:36][C:37]([C@H:39]3[CH2:44][CH2:43][C@H:42]([CH2:45][NH:46]C(=O)OC(C)(C)C)[CH2:41][CH2:40]3)=[O:38])[C:23](=[O:35])[NH:24][C:25]3[CH:33]=[C:32]4[C:28]([C:29](=[O:34])[NH:30][NH:31]4)=[CH:27][CH:26]=3)=[CH:17][CH:16]=2)=[C:11]([CH3:54])[CH:10]=1)(=[O:8])=[O:7])([CH3:4])[CH3:3].C(#N)C. (5) The reactants are: [CH2:1]([N:3]([CH2:16][CH3:17])[C:4](=[O:15])[C:5]1[CH:10]=[CH:9][C:8]([O:11][CH3:12])=[CH:7][C:6]=1OC)[CH3:2].[C:18]1(B2OCC(C)(C)CO2)[CH:23]=[CH:22][CH:21]=[CH:20][CH:19]=1. Given the product [CH2:16]([N:3]([CH2:1][CH3:2])[C:4](=[O:15])[C:5]1[CH:10]=[CH:9][C:8]([O:11][CH3:12])=[CH:7][C:6]=1[C:18]1[CH:23]=[CH:22][CH:21]=[CH:20][CH:19]=1)[CH3:17], predict the reactants needed to synthesize it. (6) Given the product [Cl:26][C:27]1[C:32]2[O:33][CH2:34][C:35](=[O:37])[NH:36][C:31]=2[CH:30]=[C:29]([C:38]2[N:9]([C:6]3[CH:7]=[CH:8][C:3]([F:2])=[CH:4][C:5]=3[CH3:11])[N:10]=[C:40]([C:41]([F:44])([F:43])[F:42])[CH:39]=2)[CH:28]=1, predict the reactants needed to synthesize it. The reactants are: Cl.[F:2][C:3]1[CH:8]=[CH:7][C:6]([NH:9][NH2:10])=[C:5]([CH3:11])[CH:4]=1.C(N(CC)CC)C.FC(F)(F)C(O)=O.[Cl:26][C:27]1[C:32]2[O:33][CH2:34][C:35](=[O:37])[NH:36][C:31]=2[CH:30]=[C:29]([C:38](=O)[CH2:39][C:40](=O)[C:41]([F:44])([F:43])[F:42])[CH:28]=1. (7) The reactants are: [NH2:1][C:2]1[S:3][C:4]([C:10]2[C:15]([F:16])=[CH:14][C:13]([C:17]([OH:20])([CH3:19])[CH3:18])=[CH:12][C:11]=2[F:21])=[CH:5][C:6]=1[C:7]([NH2:9])=[O:8].Cl[C:23]1[N:24]=[N:25][C:26]([O:29][CH2:30][CH2:31][Si:32]([CH3:35])([CH3:34])[CH3:33])=[CH:27][CH:28]=1. Given the product [F:16][C:15]1[CH:14]=[C:13]([C:17]([OH:20])([CH3:18])[CH3:19])[CH:12]=[C:11]([F:21])[C:10]=1[C:4]1[S:3][C:2]([NH:1][C:23]2[N:24]=[N:25][C:26]([O:29][CH2:30][CH2:31][Si:32]([CH3:35])([CH3:34])[CH3:33])=[CH:27][CH:28]=2)=[C:6]([C:7]([NH2:9])=[O:8])[CH:5]=1, predict the reactants needed to synthesize it. (8) Given the product [F:33][C:9]1[C:10]([NH:12][S:13]([C:16]2[CH:21]=[CH:20][C:19]([C:22]3[CH:23]=[N:24][C:25]([CH2:28][O:29][CH:30]([CH3:32])[CH3:31])=[N:26][CH:27]=3)=[CH:18][CH:17]=2)(=[O:14])=[O:15])=[CH:11][C:2]([F:1])=[CH:3][C:8]=1[C:37]([OH:38])=[O:34], predict the reactants needed to synthesize it. The reactants are: [F:1][C:2]1[CH:11]=[C:10]([NH:12][S:13]([C:16]2[CH:21]=[CH:20][C:19]([C:22]3[CH:23]=[N:24][C:25]([CH2:28][O:29][CH:30]([CH3:32])[CH3:31])=[N:26][CH:27]=3)=[CH:18][CH:17]=2)(=[O:15])=[O:14])[C:9]([F:33])=[CH:8][C:3]=1C(OC)=O.[OH-:34].[Li+].Cl.[CH3:37][OH:38].